Dataset: Full USPTO retrosynthesis dataset with 1.9M reactions from patents (1976-2016). Task: Predict the reactants needed to synthesize the given product. (1) Given the product [CH3:36][O:15][C:14](=[O:16])[C@@H:13]([O:12][C:7]1[N:6]=[C:5]([CH3:4])[CH:10]=[C:9]([CH3:11])[N:8]=1)[C@@:17]1([C:30]2[CH:31]=[CH:32][CH:33]=[CH:34][CH:35]=2)[NH:23][CH2:22][C:21](=[O:24])[N:20]([CH3:25])[C:19]2[CH:26]=[CH:27][CH:28]=[CH:29][C:18]1=2, predict the reactants needed to synthesize it. The reactants are: C[O-].[Na+].[CH3:4][C:5]1[CH:10]=[C:9]([CH3:11])[N:8]=[C:7]([O:12][C@@H:13]([C@@:17]2([C:30]3[CH:35]=[CH:34][CH:33]=[CH:32][CH:31]=3)[NH:23][CH2:22][C:21](=[O:24])[N:20]([CH3:25])[C:19]3[CH:26]=[CH:27][CH:28]=[CH:29][C:18]2=3)[C:14]([OH:16])=[O:15])[N:6]=1.[C:36](O)(=O)CC(CC(O)=O)(C(O)=O)O. (2) The reactants are: [F:1][C:2]1[CH:7]=[CH:6][C:5]([CH:8]([C:23]2[CH:28]=[CH:27][C:26]([C:29]([F:32])([F:31])[F:30])=[CH:25][CH:24]=2)[O:9][C:10]2[CH:19]=[CH:18][C:17]([N+:20]([O-])=O)=[CH:16][C:11]=2[C:12]([O:14][CH3:15])=[O:13])=[CH:4][CH:3]=1.[Cl-].[Ca+2].[Cl-]. Given the product [NH2:20][C:17]1[CH:18]=[CH:19][C:10]([O:9][CH:8]([C:5]2[CH:4]=[CH:3][C:2]([F:1])=[CH:7][CH:6]=2)[C:23]2[CH:28]=[CH:27][C:26]([C:29]([F:30])([F:31])[F:32])=[CH:25][CH:24]=2)=[C:11]([CH:16]=1)[C:12]([O:14][CH3:15])=[O:13], predict the reactants needed to synthesize it.